This data is from Full USPTO retrosynthesis dataset with 1.9M reactions from patents (1976-2016). The task is: Predict the reactants needed to synthesize the given product. (1) Given the product [CH3:26][C:22]1[CH:23]=[CH:24][CH:25]=[C:2]([CH3:1])[C:3]=1[CH2:4][O:5][C:6]1[CH:15]=[C:14]2[C:9]([C:10]([O:21][CH2:28][C:29]3[CH:34]=[CH:33][CH:32]=[CH:31][C:30]=3[O:35][CH3:36])=[CH:11][C:12]([C:16]([O:18][CH2:19][CH3:20])=[O:17])=[CH:13]2)=[CH:8][CH:7]=1, predict the reactants needed to synthesize it. The reactants are: [CH3:1][C:2]1[CH:25]=[CH:24][CH:23]=[C:22]([CH3:26])[C:3]=1[CH2:4][O:5][C:6]1[CH:15]=[C:14]2[C:9]([C:10]([OH:21])=[CH:11][C:12]([C:16]([O:18][CH2:19][CH3:20])=[O:17])=[CH:13]2)=[CH:8][CH:7]=1.Cl[CH2:28][C:29]1[CH:34]=[CH:33][CH:32]=[CH:31][C:30]=1[O:35][CH3:36].C(=O)([O-])[O-].[K+].[K+]. (2) Given the product [ClH:1].[Cl:1][C:2]1[CH:7]=[C:6]([CH:5]=[CH:4][C:3]=1[N:10]1[CH2:15][CH2:14][NH:13][CH2:12][CH2:11]1)[C:8]#[N:9], predict the reactants needed to synthesize it. The reactants are: [Cl:1][C:2]1[CH:7]=[C:6]([C:8]#[N:9])[CH:5]=[CH:4][C:3]=1[N:10]1[CH2:15][CH2:14][N:13](C(OC(C)(C)C)=O)[CH2:12][CH2:11]1. (3) Given the product [CH2:1]([O:3][C:4]([C:6]1[CH:7]=[C:8]2[N:13]([C:14]=1[C:18]1[CH:23]=[N:22][C:21]([O:24][CH3:25])=[CH:20][CH:19]=1)[CH:12]=[CH:11][C:10]([CH2:15][OH:16])=[CH:9]2)=[O:5])[CH3:2], predict the reactants needed to synthesize it. The reactants are: [CH2:1]([O:3][C:4]([C:6]1[CH:7]=[C:8]2[N:13]([CH:14]=1)[CH:12]=[CH:11][C:10]([CH2:15][OH:16])=[CH:9]2)=[O:5])[CH3:2].Br[C:18]1[CH:19]=[CH:20][C:21]([O:24][CH3:25])=[N:22][CH:23]=1.